From a dataset of Full USPTO retrosynthesis dataset with 1.9M reactions from patents (1976-2016). Predict the reactants needed to synthesize the given product. (1) Given the product [F:12][C:13]1[CH:14]=[C:15]([CH2:19][CH2:20][C:21]2[CH:30]=[CH:29][C:28]3[C:23](=[CH:24][CH:25]=[CH:26][CH:27]=3)[CH:22]=2)[CH:16]=[CH:17][C:18]=1[I:31], predict the reactants needed to synthesize it. The reactants are: C1CCCCC1.C([Li])(CC)C.[F:12][C:13]1[CH:14]=[C:15]([CH2:19][CH2:20][C:21]2[CH:30]=[CH:29][C:28]3[C:23](=[CH:24][CH:25]=[CH:26][CH:27]=3)[CH:22]=2)[CH:16]=[CH:17][CH:18]=1.[I:31]I. (2) The reactants are: C[O:2][C:3](=[O:14])[C:4]1[CH:9]=[C:8]([O:10][CH2:11][CH3:12])[CH:7]=[CH:6][C:5]=1[Br:13].[OH-].[Li+]. Given the product [Br:13][C:5]1[CH:6]=[CH:7][C:8]([O:10][CH2:11][CH3:12])=[CH:9][C:4]=1[C:3]([OH:14])=[O:2], predict the reactants needed to synthesize it. (3) Given the product [Br:40][CH2:2][CH2:3][CH2:4][N:5]([CH2:12][C:13]([O:15][C:16]([CH3:19])([CH3:18])[CH3:17])=[O:14])[C:6](=[O:11])[C:7]([F:10])([F:9])[F:8], predict the reactants needed to synthesize it. The reactants are: O[CH2:2][CH2:3][CH2:4][N:5]([CH2:12][C:13]([O:15][C:16]([CH3:19])([CH3:18])[CH3:17])=[O:14])[C:6](=[O:11])[C:7]([F:10])([F:9])[F:8].C1(P(C2C=CC=CC=2)C2C=CC=CC=2)C=CC=CC=1.C(Br)(Br)(Br)[Br:40].